From a dataset of Full USPTO retrosynthesis dataset with 1.9M reactions from patents (1976-2016). Predict the reactants needed to synthesize the given product. (1) Given the product [CH2:22]=[C:23]1[CH2:26][CH2:33][CH:32]([C:35]([O:37][CH2:38][CH3:39])=[O:36])[CH2:31][CH2:24]1, predict the reactants needed to synthesize it. The reactants are: [Br-].C1(C([PH3+])(C2C=CC=CC=2)C2C=CC=CC=2)C=CC=CC=1.[CH3:22][C:23]([CH3:26])([O-])[CH3:24].[K+].O=C1C[CH2:33][CH:32]([C:35]([O:37][CH2:38][CH3:39])=[O:36])[CH2:31]C1.O. (2) Given the product [CH2:1]1[O:21][C:20]2[CH:19]=[CH:18][C:5]([CH2:6][NH:7][C:8]3[C:9]4[S:16][C:15]([C:24]5[CH:23]=[N:22][CH:27]=[CH:26][CH:25]=5)=[CH:14][C:10]=4[N:11]=[CH:12][N:13]=3)=[CH:4][C:3]=2[O:2]1, predict the reactants needed to synthesize it. The reactants are: [CH2:1]1[O:21][C:20]2[CH:19]=[CH:18][C:5]([CH2:6][NH:7][C:8]3[C:9]4[S:16][C:15](I)=[CH:14][C:10]=4[N:11]=[CH:12][N:13]=3)=[CH:4][C:3]=2[O:2]1.[N:22]1[CH:27]=[CH:26][CH:25]=[C:24](B(O)O)[CH:23]=1.C(=O)([O-])[O-].[Na+].[Na+].